Dataset: Reaction yield outcomes from USPTO patents with 853,638 reactions. Task: Predict the reaction yield, written as a fraction of the theoretical maximum amount of product (1.0 means a 100% yield; for example, 0.34 means a 34% yield). (1) The reactants are [H-].[Na+].[I:3][C:4]1[C:8]2=[N:9][CH:10]=[CH:11][CH:12]=[C:7]2[NH:6][N:5]=1.[Cl:13][C:14]1[CH:22]=[CH:21][CH:20]=[C:19]([C:23]([F:26])([F:25])[F:24])[C:15]=1[C:16](Cl)=[O:17]. The catalyst is C1COCC1. The product is [Cl:13][C:14]1[CH:22]=[CH:21][CH:20]=[C:19]([C:23]([F:25])([F:26])[F:24])[C:15]=1[C:16]([N:6]1[C:7]2[C:8](=[N:9][CH:10]=[CH:11][CH:12]=2)[C:4]([I:3])=[N:5]1)=[O:17]. The yield is 0.850. (2) The reactants are [NH2:1][CH:2]([C:5]1[CH:10]=[CH:9][C:8]([Br:11])=[C:7]([F:12])[CH:6]=1)[CH2:3][OH:4].C([O-])(=O)C.[Na+].[N:18]#[C:19]Br. The catalyst is CO. The product is [Br:11][C:8]1[CH:9]=[CH:10][C:5]([CH:2]2[CH2:3][O:4][C:19]([NH2:18])=[N:1]2)=[CH:6][C:7]=1[F:12]. The yield is 0.300. (3) The reactants are [C:1](Cl)(=[O:5])[C:2](Cl)=[O:3].ClCCl.[Br:10][C:11]1[CH:12]=[C:13]2[C:17](=[C:18]([CH:20]([CH3:22])[CH3:21])[CH:19]=1)[NH:16][CH:15]=[CH:14]2.[CH3:23][CH2:24][O:25]CC. No catalyst specified. The product is [Br:10][C:11]1[CH:12]=[C:13]2[C:17](=[C:18]([CH:20]([CH3:22])[CH3:21])[CH:19]=1)[NH:16][CH:15]=[C:14]2[C:1](=[O:5])[C:2]([O:25][CH2:24][CH3:23])=[O:3]. The yield is 0.670. (4) The reactants are [CH3:1][N:2]1[C:7](=[O:8])[C:6]([NH:9][C:10]2[CH:15]=[N:14][CH:13]=[CH:12][N:11]=2)=[CH:5][C:4]([C:16]2[CH:21]=[CH:20][N:19]=[C:18]([N:22]3[C:34](=[O:35])[C:33]4[S:32][C:31]5[CH2:30][CH2:29][CH2:28][CH2:27][C:26]=5[C:25]=4[CH:24]=[N:23]3)[C:17]=2[CH:36]=[O:37])=[CH:3]1.[BH4-].[Na+]. The catalyst is CO. The product is [OH:37][CH2:36][C:17]1[C:18]([N:22]2[C:34](=[O:35])[C:33]3[S:32][C:31]4[CH2:30][CH2:29][CH2:28][CH2:27][C:26]=4[C:25]=3[CH:24]=[N:23]2)=[N:19][CH:20]=[CH:21][C:16]=1[C:4]1[CH:5]=[C:6]([NH:9][C:10]2[CH:15]=[N:14][CH:13]=[CH:12][N:11]=2)[C:7](=[O:8])[N:2]([CH3:1])[CH:3]=1. The yield is 0.300. (5) The product is [CH2:1]([O:3][C:4]([C:6]1[C:14]2[N:13]=[C:12]([NH2:15])[NH:11][C:10]=2[CH:9]=[C:8]([S:36]([CH2:19][CH3:20])(=[O:39])=[O:35])[CH:7]=1)=[O:5])[CH3:2]. The reactants are [CH2:1]([O:3][C:4]([C:6]1[C:14]2[N:13]=[C:12]([NH2:15])[NH:11][C:10]=2[CH:9]=[C:8](SCC)[CH:7]=1)=[O:5])[CH3:2].[CH:19]1C=C(Cl)C=C(C(OO)=O)[CH:20]=1.C([O-])(O)=O.[Na+].[O-:35][S:36]([O-:39])(=S)=O.[Na+].[Na+]. The yield is 0.940. The catalyst is C(Cl)Cl. (6) The reactants are [C:1]1([N:7]2[C:11]3[CH:12]=[CH:13][CH:14]=[CH:15][C:10]=3[N:9]=[C:8]2[C:16]2[CH:21]=[CH:20][C:19](B3OC(C)(C)C(C)(C)O3)=[CH:18][CH:17]=2)[CH:6]=[CH:5][CH:4]=[CH:3][CH:2]=1.[Br:31][C:32]1[CH:37]=[CH:36][C:35](I)=[CH:34][CH:33]=1.C(=O)([O-])[O-].[K+].[K+]. The catalyst is O1CCOCC1.O.C1C=CC([P]([Pd]([P](C2C=CC=CC=2)(C2C=CC=CC=2)C2C=CC=CC=2)([P](C2C=CC=CC=2)(C2C=CC=CC=2)C2C=CC=CC=2)[P](C2C=CC=CC=2)(C2C=CC=CC=2)C2C=CC=CC=2)(C2C=CC=CC=2)C2C=CC=CC=2)=CC=1. The product is [Br:31][C:32]1[CH:37]=[CH:36][C:35]([C:19]2[CH:18]=[CH:17][C:16]([C:8]3[N:7]([C:1]4[CH:2]=[CH:3][CH:4]=[CH:5][CH:6]=4)[C:11]4[CH:12]=[CH:13][CH:14]=[CH:15][C:10]=4[N:9]=3)=[CH:21][CH:20]=2)=[CH:34][CH:33]=1. The yield is 0.800. (7) The reactants are FC(F)(F)C(O)=O.[Cl:8][C:9]1[CH:14]=[CH:13][C:12]([N:15]([CH2:31][CH2:32][N:33]([CH2:36][CH3:37])[CH2:34][CH3:35])[C:16]([N:18]2[CH2:23][CH2:22][N:21]([C:24](OC(C)(C)C)=O)[CH2:20][CH2:19]2)=[O:17])=[CH:11][CH:10]=1.C(N(CC)C(C)C)(C)C.ClC1[C:49]2[C@H:56]([CH3:57])[CH2:55][CH2:54][C:50]=2[N:51]=[CH:52][N:53]=1. The catalyst is C(Cl)Cl.O. The product is [Cl:8][C:9]1[CH:14]=[CH:13][C:12]([N:15]([CH2:31][CH2:32][N:33]([CH2:36][CH3:37])[CH2:34][CH3:35])[C:16]([N:18]2[CH2:19][CH2:20][N:21]([C:24]3[C:49]4[C@H:56]([CH3:57])[CH2:55][CH2:54][C:50]=4[N:51]=[CH:52][N:53]=3)[CH2:22][CH2:23]2)=[O:17])=[CH:11][CH:10]=1. The yield is 0.120.